Predict the reaction yield, written as a fraction of the theoretical maximum amount of product (1.0 means a 100% yield; for example, 0.34 means a 34% yield). From a dataset of Reaction yield outcomes from USPTO patents with 853,638 reactions. (1) The product is [Cl:2][C:3]1[CH:20]=[CH:19][C:6]([O:7][C:8]2[CH:13]=[CH:12][C:11]([CH2:14][CH2:15][C:16]3[NH:17][CH:28]=[C:27]([CH2:32][C:33]4[CH:34]=[N:35][C:36]([O:39][CH3:40])=[N:37][CH:38]=4)[C:26](=[O:25])[N:18]=3)=[CH:10][CH:9]=2)=[CH:5][C:4]=1[C:21]([F:22])([F:23])[F:24]. The catalyst is C1(C)C=CC=CC=1. The yield is 0.420. The reactants are Cl.[Cl:2][C:3]1[CH:20]=[CH:19][C:6]([O:7][C:8]2[CH:13]=[CH:12][C:11]([CH2:14][CH2:15][C:16](=[NH:18])[NH2:17])=[CH:10][CH:9]=2)=[CH:5][C:4]=1[C:21]([F:24])([F:23])[F:22].[OH:25][CH:26]=[C:27]([CH2:32][C:33]1[CH:34]=[N:35][C:36]([O:39][CH3:40])=[N:37][CH:38]=1)[C:28](OC)=O.C([O-])(=O)C.[K+]. (2) The reactants are [NH2:1][C:2]1[CH:3]=[CH:4][C:5]2[N:9]=[C:8]([N:10](C(OC(C)(C)C)=O)C(OC(C)(C)C)=O)[N:7](C(OC(C)(C)C)=O)[C:6]=2[CH:32]=1.[Cl:33]CCl.[C:36]1(=[O:46])[C:44]2[C:39](=[CH:40][CH:41]=[CH:42][CH:43]=2)[C:38](=[O:45])[O:37]1. The catalyst is CCOCC. The product is [ClH:33].[NH2:10][C:8]1[NH:7][C:6]2[CH:32]=[C:2]([NH:1][C:38]([C:39]3[CH:40]=[CH:41][CH:42]=[CH:43][C:44]=3[C:36]([OH:46])=[O:37])=[O:45])[CH:3]=[CH:4][C:5]=2[N:9]=1. The yield is 0.810. (3) The reactants are [Br:1][C:2]1[CH:8]=[CH:7][C:5]([NH2:6])=[CH:4][C:3]=1[CH3:9].[C:10]1(=O)[O:15][C:13](=[O:14])[CH:12]=[CH:11]1. The catalyst is C(O)(=O)C. The product is [Br:1][C:2]1[CH:8]=[CH:7][C:5]([N:6]2[C:13](=[O:14])[CH:12]=[CH:11][C:10]2=[O:15])=[CH:4][C:3]=1[CH3:9]. The yield is 0.740. (4) The reactants are [Br:1][C:2]1[CH:3]=[C:4]2[C:8](=[CH:9][CH:10]=1)[NH:7][C:6]1[CH:11]=[N:12][C:13]([CH:15]=O)=[CH:14][C:5]2=1.O.NN.[OH-].[K+]. The catalyst is C(O)CO. The product is [Br:1][C:2]1[CH:3]=[C:4]2[C:8](=[CH:9][CH:10]=1)[NH:7][C:6]1[CH:11]=[N:12][C:13]([CH3:15])=[CH:14][C:5]2=1. The yield is 0.730.